Dataset: Forward reaction prediction with 1.9M reactions from USPTO patents (1976-2016). Task: Predict the product of the given reaction. Given the reactants Br[CH2:2][CH2:3][CH2:4][O:5][C:6]1[CH:15]=[C:14]2[C:9]([CH2:10][CH2:11][C:12](=[O:16])[NH:13]2)=[CH:8][CH:7]=1.[Na+].[I-].Cl.[Cl:20][C:21]1[C:26]([Cl:27])=[CH:25][CH:24]=[CH:23][C:22]=1[N:28]1[CH2:34][CH2:33][CH2:32][NH:31][CH2:30][CH2:29]1.C([O-])([O-])=O.[K+].[K+], predict the reaction product. The product is: [Cl:20][C:21]1[C:26]([Cl:27])=[CH:25][CH:24]=[CH:23][C:22]=1[N:28]1[CH2:34][CH2:33][CH2:32][N:31]([CH2:2][CH2:3][CH2:4][O:5][C:6]2[CH:15]=[C:14]3[C:9]([CH2:10][CH2:11][C:12](=[O:16])[NH:13]3)=[CH:8][CH:7]=2)[CH2:30][CH2:29]1.